Dataset: Reaction yield outcomes from USPTO patents with 853,638 reactions. Task: Predict the reaction yield, written as a fraction of the theoretical maximum amount of product (1.0 means a 100% yield; for example, 0.34 means a 34% yield). (1) The reactants are Br[C:2]1[CH:3]=[C:4]2[C:9](=[CH:10][CH:11]=1)[N:8]=[CH:7][C:6]([C:12]([CH:14]1[CH2:16][CH2:15]1)=[O:13])=[C:5]2[NH:17][C@H:18]1[CH2:23][CH2:22][C@H:21]([CH2:24][N:25]2[CH2:29][CH2:28][CH2:27][CH2:26]2)[CH2:20][CH2:19]1.[Cl:30][C:31]1[CH:36]=[C:35](B2OC(C)(C)C(C)(C)O2)[CH:34]=[C:33]([F:46])[C:32]=1[OH:47]. No catalyst specified. The product is [Cl:30][C:31]1[CH:36]=[C:35]([C:2]2[CH:3]=[C:4]3[C:9](=[CH:10][CH:11]=2)[N:8]=[CH:7][C:6]([C:12]([CH:14]2[CH2:15][CH2:16]2)=[O:13])=[C:5]3[NH:17][C@H:18]2[CH2:23][CH2:22][C@H:21]([CH2:24][N:25]3[CH2:29][CH2:28][CH2:27][CH2:26]3)[CH2:20][CH2:19]2)[CH:34]=[C:33]([F:46])[C:32]=1[OH:47]. The yield is 0.610. (2) The reactants are [Cl:1][C:2]1[C:10]2[C:5](=[N:6][CH:7]=[C:8]([CH2:11][NH:12]C(=O)OC(C)(C)C)[N:9]=2)[N:4]([S:20]([C:23]2[CH:29]=[CH:28][C:26]([CH3:27])=[CH:25][CH:24]=2)(=[O:22])=[O:21])[CH:3]=1.C(O)(C(F)(F)F)=O. The catalyst is C(Cl)Cl. The product is [Cl:1][C:2]1[C:10]2[C:5](=[N:6][CH:7]=[C:8]([CH2:11][NH2:12])[N:9]=2)[N:4]([S:20]([C:23]2[CH:29]=[CH:28][C:26]([CH3:27])=[CH:25][CH:24]=2)(=[O:22])=[O:21])[CH:3]=1. The yield is 1.07.